This data is from Catalyst prediction with 721,799 reactions and 888 catalyst types from USPTO. The task is: Predict which catalyst facilitates the given reaction. The catalyst class is: 39. Product: [Si:16]([O:8][C:5]1[CH:6]=[CH:7][C:2]([NH2:1])=[C:3]([N+:9]([O-:11])=[O:10])[CH:4]=1)([C:13]([CH3:15])([CH3:14])[CH3:12])([CH3:18])[CH3:17]. Reactant: [NH2:1][C:2]1[CH:7]=[CH:6][C:5]([OH:8])=[CH:4][C:3]=1[N+:9]([O-:11])=[O:10].[CH3:12][C:13]([Si:16](Cl)([CH3:18])[CH3:17])([CH3:15])[CH3:14].N1C=CN=C1.